From a dataset of Forward reaction prediction with 1.9M reactions from USPTO patents (1976-2016). Predict the product of the given reaction. (1) Given the reactants [CH:1]([C:4]1[CH:9]=[C:8]([CH:10]([CH3:12])[CH3:11])[CH:7]=[C:6]([CH:13]([CH3:15])[CH3:14])[C:5]=1[S:16]([O-:19])(=[O:18])=[O:17])([CH3:3])[CH3:2].[OH:20][C:21]1[CH:26]=[CH:25][C:24]([S+:27]([C:34]2[CH:39]=[CH:38][CH:37]=[CH:36][CH:35]=2)[C:28]2[CH:33]=[CH:32][CH:31]=[CH:30][CH:29]=2)=[CH:23][CH:22]=1.C(=O)([O-])[O-].[K+].[K+].CN(C)CCN(C)C.[CH:54]([O:56][CH2:57][CH2:58]Cl)=[CH2:55], predict the reaction product. The product is: [CH:13]([C:6]1[CH:7]=[C:8]([CH:10]([CH3:11])[CH3:12])[CH:9]=[C:4]([CH:1]([CH3:3])[CH3:2])[C:5]=1[S:16]([O-:19])(=[O:17])=[O:18])([CH3:14])[CH3:15].[CH:54]([O:56][CH2:57][CH2:58][O:20][C:21]1[CH:26]=[CH:25][C:24]([S+:27]([C:34]2[CH:35]=[CH:36][CH:37]=[CH:38][CH:39]=2)[C:28]2[CH:33]=[CH:32][CH:31]=[CH:30][CH:29]=2)=[CH:23][CH:22]=1)=[CH2:55]. (2) Given the reactants [Cl:1][C:2]1[CH:7]=[CH:6][C:5](B(O)O)=[CH:4][C:3]=1[C:11]([NH:13][CH2:14][C:15]12[CH2:24][CH:19]3[CH2:20][CH:21]([CH2:23][CH:17]([CH2:18]3)[CH2:16]1)[CH2:22]2)=[O:12].Cl[C:26]1[CH:31]=[C:30]([C:32]([O:34][C:35]([CH3:38])([CH3:37])[CH3:36])=[O:33])[CH:29]=[CH:28][N:27]=1, predict the reaction product. The product is: [Cl:1][C:2]1[CH:7]=[CH:6][C:5]([C:26]2[CH:31]=[C:30]([C:32]([O:34][C:35]([CH3:38])([CH3:37])[CH3:36])=[O:33])[CH:29]=[CH:28][N:27]=2)=[CH:4][C:3]=1[C:11]([NH:13][CH2:14][C:15]12[CH2:24][CH:19]3[CH2:20][CH:21]([CH2:23][CH:17]([CH2:18]3)[CH2:16]1)[CH2:22]2)=[O:12].